This data is from Catalyst prediction with 721,799 reactions and 888 catalyst types from USPTO. The task is: Predict which catalyst facilitates the given reaction. (1) Reactant: [O:1]1[CH2:6][CH2:5]OCC1.[OH-:7].[Na+].[CH3:9][N:10]1[CH2:15][CH2:14][N:13]([C:16]2[CH:23]=[CH:22]C(C#N)=[CH:18][C:17]=2[C:24]([F:27])([F:26])[F:25])[CH2:12][CH2:11]1. Product: [CH3:9][N:10]1[CH2:15][CH2:14][N:13]([C:16]2[CH:23]=[CH:22][C:5]([C:6]([OH:1])=[O:7])=[CH:18][C:17]=2[C:24]([F:27])([F:26])[F:25])[CH2:12][CH2:11]1. The catalyst class is: 6. (2) Reactant: [Cl:1][C:2]1[N:7]=[C:6]([Cl:8])[C:5]([CH:9](Br)[CH3:10])=[CH:4][N:3]=1.C(N(CC)C(C)C)(C)C.[F:21][C:22]1[CH:28]=[C:27]([O:29][CH3:30])[CH:26]=[CH:25][C:23]=1[NH2:24]. Product: [Cl:1][C:2]1[N:7]=[C:6]([Cl:8])[C:5]([CH:9]([NH:24][C:23]2[CH:25]=[CH:26][C:27]([O:29][CH3:30])=[CH:28][C:22]=2[F:21])[CH3:10])=[CH:4][N:3]=1. The catalyst class is: 10. (3) Reactant: [S:1]([C:19]1[CH:20]=[C:21]([N:27]2[CH:31]=[N:30][C:29]([CH:32]([F:34])[F:33])=[N:28]2)[C:22]([CH3:26])=[CH:23][C:24]=1[CH3:25])[S:1][C:19]1[CH:20]=[C:21]([N:27]2[CH:31]=[N:30][C:29]([CH:32]([F:34])[F:33])=[N:28]2)[C:22]([CH3:26])=[CH:23][C:24]=1[CH3:25].S(S([O-])=O)([O-])=O.[Na+].[Na+].C([O-])([O-])=O.[K+].[K+].C(S([O-])=O)O.[Na+].[I-].[F:56][C:57]([F:60])([F:59])[CH3:58]. Product: [F:34][CH:32]([F:33])[C:29]1[N:30]=[CH:31][N:27]([C:21]2[CH:20]=[C:19]([S:1][CH2:58][C:57]([F:60])([F:59])[F:56])[C:24]([CH3:25])=[CH:23][C:22]=2[CH3:26])[N:28]=1. The catalyst class is: 3. (4) Reactant: [NH2:1][C:2]1[CH:11]=[CH:10][C:9]([S:12][C:13]2[NH:17][C:16]3[CH:18]=[CH:19][C:20]([Cl:22])=[CH:21][C:15]=3[N:14]=2)=[C:8]2[C:3]=1[C:4](=[O:23])[CH:5]=[CH:6][NH:7]2.[CH:24]([CH:26]1[CH2:31][CH2:30][N:29](C(OC(C)(C)C)=O)[CH2:28][CH2:27]1)=O.C(O[BH-](OC(=O)C)OC(=O)C)(=O)C.[Na+]. Product: [Cl:22][C:20]1[CH:19]=[CH:18][C:16]2[NH:17][C:13]([S:12][C:9]3[CH:10]=[CH:11][C:2]([NH:1][CH2:24][CH:26]4[CH2:31][CH2:30][NH:29][CH2:28][CH2:27]4)=[C:3]4[C:8]=3[NH:7][CH:6]=[CH:5][C:4]4=[O:23])=[N:14][C:15]=2[CH:21]=1. The catalyst class is: 15. (5) Reactant: [C:1](Cl)(Cl)=[O:2].[NH2:5][C:6]1[CH:15]=[CH:14][CH:13]=[C:12]2[C:7]=1[CH:8]=[CH:9][N:10]=[CH:11]2. Product: [N:5]([C:6]1[CH:15]=[CH:14][CH:13]=[C:12]2[C:7]=1[CH:8]=[CH:9][N:10]=[CH:11]2)=[C:1]=[O:2]. The catalyst class is: 143. (6) The catalyst class is: 4. Reactant: [NH2:1][C:2]1[CH:7]=[CH:6][CH:5]=[CH:4][C:3]=1[NH:8][C:9]1[S:10][C:11]([C:15]([O:17][CH2:18][CH3:19])=[O:16])=[C:12]([CH3:14])[N:13]=1.[C:20](Cl)(Cl)=[O:21].C(=O)(O)[O-].[Na+]. Product: [CH3:14][C:12]1[N:13]=[C:9]([N:8]2[C:3]3[CH:4]=[CH:5][CH:6]=[CH:7][C:2]=3[NH:1][C:20]2=[O:21])[S:10][C:11]=1[C:15]([O:17][CH2:18][CH3:19])=[O:16]. (7) The catalyst class is: 8. Reactant: [CH2:1]([N:5]([CH2:16][CH2:17][CH2:18][CH3:19])[C:6]1[CH:13]=[CH:12][C:9]([CH:10]=O)=[C:8]([O:14][CH3:15])[CH:7]=1)[CH2:2][CH2:3][CH3:4].[C:20]([C:22]1[C:23](=[C:33]([C:36]#[N:37])[C:34]#[N:35])[O:24][C:25]([CH3:32])([C:28]([F:31])([F:30])[F:29])[C:26]=1[CH3:27])#[N:21]. Product: [CH2:1]([N:5]([CH2:16][CH2:17][CH2:18][CH3:19])[C:6]1[CH:13]=[CH:12][C:9]([CH:10]=[CH:27][C:26]2[C:25]([CH3:32])([C:28]([F:31])([F:29])[F:30])[O:24][C:23](=[C:33]([C:36]#[N:37])[C:34]#[N:35])[C:22]=2[C:20]#[N:21])=[C:8]([O:14][CH3:15])[CH:7]=1)[CH2:2][CH2:3][CH3:4]. (8) Reactant: N[C:2]1[CH:7]=[C:6]([Cl:8])[CH:5]=[CH:4][C:3]=1[S:9]([NH:12][C:13]1[CH:14]=[CH:15][CH:16]=[C:17]2[C:22]=1[N:21]=[CH:20][CH:19]=[CH:18]2)(=[O:11])=[O:10].N(OC(C)(C)C)=O.CC(O)=O. Product: [Cl:8][C:6]1[CH:5]=[C:4]2[C:3]([S:9](=[O:11])(=[O:10])[NH:12][C:13]3[C:14]2=[CH:15][CH:16]=[C:17]2[C:22]=3[N:21]=[CH:20][CH:19]=[CH:18]2)=[CH:2][CH:7]=1. The catalyst class is: 1. (9) Reactant: [Cl:1][C:2]1[CH:7]=[CH:6][C:5]([N:8]2[C:13]([OH:14])=[C:12]([C:15](OCC)=[O:16])[C:11](=[O:20])[N:10]([CH2:21][C:22]3[CH:27]=[CH:26][CH:25]=[CH:24][CH:23]=3)[C:9]2=[O:28])=[CH:4][CH:3]=1.C1CCN2C(=NCCC2)CC1.[NH2:40][CH2:41][C:42]([OH:44])=[O:43]. Product: [Cl:1][C:2]1[CH:3]=[CH:4][C:5]([N:8]2[C:13]([OH:14])=[C:12]([C:15]([NH:40][CH2:41][C:42]([OH:44])=[O:43])=[O:16])[C:11](=[O:20])[N:10]([CH2:21][C:22]3[CH:27]=[CH:26][CH:25]=[CH:24][CH:23]=3)[C:9]2=[O:28])=[CH:6][CH:7]=1. The catalyst class is: 8. (10) Reactant: [Cl:1][C:2]1[CH:11]=[C:10]2[C:5]([N:6]=[C:7](O)[C:8]([C:12]#[N:13])=[N:9]2)=[CH:4][CH:3]=1.P(Br)(Br)([Br:17])=O.CN(C=O)C. Product: [Br:17][C:7]1[C:8]([C:12]#[N:13])=[N:9][C:10]2[C:5]([N:6]=1)=[CH:4][CH:3]=[C:2]([Cl:1])[CH:11]=2. The catalyst class is: 26.